This data is from Full USPTO retrosynthesis dataset with 1.9M reactions from patents (1976-2016). The task is: Predict the reactants needed to synthesize the given product. (1) The reactants are: [CH:1](=O)[C:2]1[O:6][CH:5]=[CH:4][CH:3]=1.[C:8]([CH2:10][C:11]([O:13][CH3:14])=[O:12])#[N:9].[O-2].[Al+3].[O-2].[O-2].[Al+3]. Given the product [C:8]([C:10](=[CH:1][C:2]1[O:6][CH:5]=[CH:4][CH:3]=1)[C:11]([O:13][CH3:14])=[O:12])#[N:9], predict the reactants needed to synthesize it. (2) Given the product [Br:1][CH:2]([C:23]1[CH:24]=[CH:25][CH:26]=[CH:27][CH:28]=1)[C:3]([C:5]1[CH:6]=[CH:7][C:8]([C:11]2([NH:15][C:16](=[O:22])[O:17][C:18]([CH3:21])([CH3:20])[CH3:19])[CH2:14][CH2:13][CH2:12]2)=[CH:9][CH:10]=1)=[O:4].[C:18]([O:17][C:16]([NH:15][C:11]1([C:8]2[CH:7]=[CH:6][C:5]([C:3]3[N:29]=[C:30]4[CH:35]=[N:34][C:33]([C:36]([O:38][CH2:39][CH3:40])=[O:37])=[CH:32][N:31]4[C:2]=3[C:23]3[CH:28]=[CH:27][CH:26]=[CH:25][CH:24]=3)=[CH:10][CH:9]=2)[CH2:14][CH2:13][CH2:12]1)=[O:22])([CH3:20])([CH3:19])[CH3:21], predict the reactants needed to synthesize it. The reactants are: [Br:1][CH:2]([C:23]1[CH:28]=[CH:27][CH:26]=[CH:25][CH:24]=1)[C:3]([C:5]1[CH:10]=[CH:9][C:8]([C:11]2([NH:15][C:16](=[O:22])[O:17][C:18]([CH3:21])([CH3:20])[CH3:19])[CH2:14][CH2:13][CH2:12]2)=[CH:7][CH:6]=1)=[O:4].[NH2:29][C:30]1[N:31]=[CH:32][C:33]([C:36]([O:38][CH2:39][CH3:40])=[O:37])=[N:34][CH:35]=1.C(N(C(C)C)CC)(C)C. (3) Given the product [CH:1]1([CH2:4][N:5]2[CH2:10][CH2:9][CH:8]([CH2:11][CH:12]3[CH2:13][CH2:14][NH:15][CH2:16][CH2:17]3)[CH2:7][CH2:6]2)[CH2:2][CH2:3]1, predict the reactants needed to synthesize it. The reactants are: [CH:1]1([CH2:4][N:5]2[CH2:10][CH2:9][CH:8]([CH2:11][CH:12]3[CH2:17][CH2:16][N:15](C(OC(C)(C)C)=O)[CH2:14][CH2:13]3)[CH2:7][CH2:6]2)[CH2:3][CH2:2]1. (4) Given the product [I:1][C:2]1[CH:3]=[CH:4][C:5]([N:8]([CH3:17])[C:9](=[O:14])[C:10]([CH3:11])([CH3:13])[CH3:12])=[CH:6][CH:7]=1, predict the reactants needed to synthesize it. The reactants are: [I:1][C:2]1[CH:7]=[CH:6][C:5]([NH:8][C:9](=[O:14])[C:10]([CH3:13])([CH3:12])[CH3:11])=[CH:4][CH:3]=1.[H-].[Na+].[CH3:17]I.O. (5) The reactants are: Br[C:2]1[CH:12]=[CH:11][CH:10]=[CH:9][C:3]=1[C:4]([O:6][CH2:7][CH3:8])=[O:5].[C:13]([O:17][CH2:18][C:19]1[CH:24]=[CH:23][CH:22]=[CH:21][CH:20]=1)(=[O:16])[CH:14]=[CH2:15].C(N(CC)CC)C.ClCCl. Given the product [CH2:18]([O:17][C:13](=[O:16])/[CH:14]=[CH:15]/[C:2]1[CH:12]=[CH:11][CH:10]=[CH:9][C:3]=1[C:4]([O:6][CH2:7][CH3:8])=[O:5])[C:19]1[CH:24]=[CH:23][CH:22]=[CH:21][CH:20]=1, predict the reactants needed to synthesize it. (6) The reactants are: [Cl:1][C:2]1[CH:7]=[CH:6][C:5]([C:8]2[C:14]3[CH:15]=[C:16]([O:19][CH3:20])[CH:17]=[CH:18][C:13]=3[N:12]3[C:21]([CH3:24])=[N:22][N:23]=[C:11]3[C@H:10]([CH2:25][C:26](O)=[O:27])[N:9]=2)=[CH:4][CH:3]=1.CCN=C=NCCCN(C)C.C1C=CC2N(O)N=NC=2C=1.[NH2:50][CH2:51][CH2:52][O:53][CH2:54][CH2:55][O:56][C:57]1[CH:58]=[CH:59][C:60]2[N:66]3[C:67]([CH3:70])=[N:68][N:69]=[C:65]3[C@H:64]([CH2:71][C:72]([NH:74][CH2:75][CH3:76])=[O:73])[N:63]=[C:62]([C:77]3[CH:82]=[CH:81][C:80]([Cl:83])=[CH:79][CH:78]=3)[C:61]=2[CH:84]=1. Given the product [Cl:83][C:80]1[CH:79]=[CH:78][C:77]([C:62]2[C:61]3[CH:84]=[C:57]([O:56][CH2:55][CH2:54][O:53][CH2:52][CH2:51][NH:50][C:26](=[O:27])[CH2:25][C@@H:10]4[N:9]=[C:8]([C:5]5[CH:6]=[CH:7][C:2]([Cl:1])=[CH:3][CH:4]=5)[C:14]5[CH:15]=[C:16]([O:19][CH3:20])[CH:17]=[CH:18][C:13]=5[N:12]5[C:21]([CH3:24])=[N:22][N:23]=[C:11]45)[CH:58]=[CH:59][C:60]=3[N:66]3[C:67]([CH3:70])=[N:68][N:69]=[C:65]3[C@H:64]([CH2:71][C:72]([NH:74][CH2:75][CH3:76])=[O:73])[N:63]=2)=[CH:82][CH:81]=1, predict the reactants needed to synthesize it. (7) Given the product [CH:28]1([C:15]2[CH:16]=[C:17]([O:18][CH:19]([CH3:25])[CH2:20][N:22]([CH3:24])[CH3:23])[CH:26]=[CH:27][C:14]=2[C:12]2[N:13]=[C:8]([NH2:7])[CH:9]=[CH:10][CH:11]=2)[CH2:30][CH2:29]1, predict the reactants needed to synthesize it. The reactants are: [H-].[Al+3].[Li+].[H-].[H-].[H-].[NH2:7][C:8]1[N:13]=[C:12]([C:14]2[CH:27]=[CH:26][C:17]([O:18][CH:19]([CH3:25])[C:20]([N:22]([CH3:24])[CH3:23])=O)=[CH:16][C:15]=2[CH:28]2[CH2:30][CH2:29]2)[CH:11]=[CH:10][CH:9]=1. (8) Given the product [CH2:1]([O:5][CH2:6][CH2:7][O:8][C:9]1[CH:10]=[CH:11][C:12]([C:15]2[CH:16]=[CH:17][C:18]3[N:24]([CH2:25][CH:26]([CH3:27])[CH3:28])[CH2:23][CH2:22][C:21]([C:29]([NH:31][C:32]4[CH:33]=[CH:34][C:35]([S:38]([CH2:39][C:40]5[N:41]=[N:42][N:43]([CH2:45][CH2:46][CH3:47])[CH:44]=5)=[O:57])=[CH:36][CH:37]=4)=[O:30])=[CH:20][C:19]=3[CH:48]=2)=[CH:13][CH:14]=1)[CH2:2][CH2:3][CH3:4], predict the reactants needed to synthesize it. The reactants are: [CH2:1]([O:5][CH2:6][CH2:7][O:8][C:9]1[CH:14]=[CH:13][C:12]([C:15]2[CH:16]=[CH:17][C:18]3[N:24]([CH2:25][CH:26]([CH3:28])[CH3:27])[CH2:23][CH2:22][C:21]([C:29]([NH:31][C:32]4[CH:37]=[CH:36][C:35]([S:38][CH2:39][C:40]5[N:41]=[N:42][N:43]([CH2:45][CH2:46][CH3:47])[CH:44]=5)=[CH:34][CH:33]=4)=[O:30])=[CH:20][C:19]=3[CH:48]=2)=[CH:11][CH:10]=1)[CH2:2][CH2:3][CH3:4].ClC1C=CC=C(C(OO)=[O:57])C=1.S([O-])([O-])(=O)=S.[Na+].[Na+]. (9) Given the product [CH3:1][O:2][C:3]1[CH:4]=[C:5]2[C:10](=[CH:11][C:12]=1[O:13][CH3:14])[N:9]=[CH:8][N:7]=[C:6]2[O:15][C:16]1[CH:17]=[C:18]([NH:19][C:48]([NH:47][C:39]2[CH:40]=[CH:41][C:42]([C:43]([F:45])([F:46])[F:44])=[C:37]([O:36][CH2:35][CH2:34][O:33][CH3:32])[CH:38]=2)=[O:49])[CH:20]=[CH:21][CH:22]=1, predict the reactants needed to synthesize it. The reactants are: [CH3:1][O:2][C:3]1[CH:4]=[C:5]2[C:10](=[CH:11][C:12]=1[O:13][CH3:14])[N:9]=[CH:8][N:7]=[C:6]2[O:15][C:16]1[CH:17]=[C:18]([CH:20]=[CH:21][CH:22]=1)[NH2:19].C(N(CC)C(C)C)(C)C.[CH3:32][O:33][CH2:34][CH2:35][O:36][C:37]1[CH:38]=[C:39]([NH:47][C:48](=O)[O:49]C2C=CC=CC=2)[CH:40]=[CH:41][C:42]=1[C:43]([F:46])([F:45])[F:44]. (10) Given the product [CH2:25]([S:22]([N:12]1[C:13]2[CH:14]=[CH:15][C:16]([C:19]([N:29]3[CH2:34][CH2:33][CH:32]([CH2:35][OH:36])[CH2:31][CH2:30]3)=[O:21])=[CH:17][C:18]=2[C:10]2[CH2:9][N:8]([C:6]([O:5][C:1]([CH3:2])([CH3:4])[CH3:3])=[O:7])[CH2:28][CH2:27][C:11]1=2)(=[O:24])=[O:23])[CH3:26], predict the reactants needed to synthesize it. The reactants are: [C:1]([O:5][C:6]([N:8]1[CH2:28][CH2:27][C:11]2[N:12]([S:22]([CH2:25][CH3:26])(=[O:24])=[O:23])[C:13]3[CH:14]=[CH:15][C:16]([C:19]([OH:21])=O)=[CH:17][C:18]=3[C:10]=2[CH2:9]1)=[O:7])([CH3:4])([CH3:3])[CH3:2].[NH:29]1[CH2:34][CH2:33][CH:32]([CH2:35][OH:36])[CH2:31][CH2:30]1.